From a dataset of Catalyst prediction with 721,799 reactions and 888 catalyst types from USPTO. Predict which catalyst facilitates the given reaction. (1) Reactant: [CH2:1]([O:8][CH2:9][C@@H:10]([NH:14][C:15]([O:17][C:18]([CH3:21])([CH3:20])[CH3:19])=[O:16])[C:11]([OH:13])=O)[C:2]1[CH:7]=[CH:6][CH:5]=[CH:4][CH:3]=1.C(N1[CH:33]=[CH:32]N=C1)(N1C=CN=C1)=O.[Cl-].[Mg+2].[Cl-].C(O)(=O)[CH2:38][C:39]([OH:41])=[O:40].C([K])C. Product: [CH2:1]([O:8][CH2:9][C@@H:10]([NH:14][C:15]([O:17][C:18]([CH3:21])([CH3:20])[CH3:19])=[O:16])[C:11](=[O:13])[CH2:38][C:39]([O:41][CH2:32][CH3:33])=[O:40])[C:2]1[CH:3]=[CH:4][CH:5]=[CH:6][CH:7]=1. The catalyst class is: 1. (2) Reactant: O.[OH-].[Li+].[CH:4]1([C@H:10]([NH:15][C:16]([C:18]2[C:27]([NH:28][C:29]([NH:31][C:32]3[C:33]([C:38]4[CH:43]=[CH:42][CH:41]=[CH:40][CH:39]=4)=[N:34][O:35][C:36]=3[CH3:37])=[O:30])=[CH:26][C:25]3[C:20](=[CH:21][CH:22]=[CH:23][CH:24]=3)[CH:19]=2)=[O:17])[C:11]([O:13]C)=[O:12])[CH2:9][CH2:8][CH2:7][CH2:6][CH2:5]1.O.Cl. Product: [CH:4]1([C@H:10]([NH:15][C:16]([C:18]2[C:27]([NH:28][C:29]([NH:31][C:32]3[C:33]([C:38]4[CH:39]=[CH:40][CH:41]=[CH:42][CH:43]=4)=[N:34][O:35][C:36]=3[CH3:37])=[O:30])=[CH:26][C:25]3[C:20](=[CH:21][CH:22]=[CH:23][CH:24]=3)[CH:19]=2)=[O:17])[C:11]([OH:13])=[O:12])[CH2:9][CH2:8][CH2:7][CH2:6][CH2:5]1. The catalyst class is: 12.